Dataset: Full USPTO retrosynthesis dataset with 1.9M reactions from patents (1976-2016). Task: Predict the reactants needed to synthesize the given product. (1) Given the product [CH3:25][NH:26][C:19]([C:16]1[C:15]2[CH:22]=[CH:23][C:12]([O:11][C:3]3[S:2][C:10]4[C:5]([N:4]=3)=[N:6][CH:7]=[CH:8][CH:9]=4)=[CH:13][C:14]=2[O:18][CH:17]=1)=[O:20], predict the reactants needed to synthesize it. The reactants are: Cl.[S:2]1[C:10]2[C:5](=[N:6][CH:7]=[CH:8][CH:9]=2)[N:4]=[C:3]1[O:11][C:12]1[CH:23]=[CH:22][C:15]2[C:16]([C:19](Cl)=[O:20])=[CH:17][O:18][C:14]=2[CH:13]=1.C[CH2:25][N:26](CC)CC.Cl.Cl.CN.C([O-])(O)=O.[Na+]. (2) Given the product [N:15]1[CH:20]=[CH:19][CH:18]=[CH:17][C:16]=1[CH2:21][C:3]([C:5]1[C:13]2[C:8](=[N:9][CH:10]=[CH:11][CH:12]=2)[NH:7][CH:6]=1)=[O:4], predict the reactants needed to synthesize it. The reactants are: CO[C:3]([C:5]1[C:13]2[C:8](=[N:9][CH:10]=[CH:11][CH:12]=2)[NH:7][CH:6]=1)=[O:4].Cl.[N:15]1[CH:20]=[CH:19][CH:18]=[CH:17][C:16]=1[CH2:21]C(O)=O.[Li+].C[Si]([N-][Si](C)(C)C)(C)C. (3) Given the product [Cl:9][C:10]1[CH:11]=[C:12]([CH:16]([CH2:21][CH:22]2[CH2:26][CH2:25][CH2:24][CH2:23]2)[C:17]([OH:19])=[O:18])[CH:13]=[CH:14][CH:15]=1, predict the reactants needed to synthesize it. The reactants are: C([N-]C(C)C)(C)C.[Li+].[Cl:9][C:10]1[CH:11]=[C:12]([CH2:16][C:17]([OH:19])=[O:18])[CH:13]=[CH:14][CH:15]=1.I[CH2:21][CH:22]1[CH2:26][CH2:25][CH2:24][CH2:23]1.